From a dataset of Reaction yield outcomes from USPTO patents with 853,638 reactions. Predict the reaction yield, written as a fraction of the theoretical maximum amount of product (1.0 means a 100% yield; for example, 0.34 means a 34% yield). (1) The reactants are [F:1][C:2]([F:25])([F:24])[C:3]1[CH:4]=[C:5]([CH:21]=[CH:22][CH:23]=1)[O:6][CH2:7][CH2:8][CH2:9][CH2:10][S:11][C:12]1[N:17]=[N:16][C:15]([C:18](=[S:20])[NH2:19])=[CH:14][CH:13]=1.CO[C:28](OC)([N:30]([CH3:32])[CH3:31])[CH3:29]. The product is [CH3:31][N:30]([CH3:32])[C:28](=[N:19][C:18]([C:15]1[N:16]=[N:17][C:12]([S:11][CH2:10][CH2:9][CH2:8][CH2:7][O:6][C:5]2[CH:21]=[CH:22][CH:23]=[C:3]([C:2]([F:24])([F:1])[F:25])[CH:4]=2)=[CH:13][CH:14]=1)=[S:20])[CH3:29]. The yield is 1.00. The catalyst is C1(C)C=CC=CC=1. (2) The reactants are [F:1][C:2]1[CH:3]=[C:4]2[C:8](=[CH:9][CH:10]=1)[NH:7][C:6](=[O:11])/[C:5]/2=[CH:12]\[C:13]1[NH:17][C:16]([CH3:18])=[C:15]([C:19]([NH:21][CH:22]2[CH2:27][CH2:26][CH:25]([C:28]([OH:30])=O)[CH2:24][CH2:23]2)=[O:20])[C:14]=1[CH3:31].CN(C(ON1N=NC2C=CC=NC1=2)=[N+](C)C)C.F[P-](F)(F)(F)(F)F.CCN(C(C)C)C(C)C.[NH:65]1[CH2:70][CH2:69][O:68][CH2:67][CH2:66]1. The catalyst is CN(C=O)C. The product is [N:65]1([C:28]([CH:25]2[CH2:24][CH2:23][CH:22]([NH:21][C:19]([C:15]3[C:14]([CH3:31])=[C:13](/[CH:12]=[C:5]4\[C:6](=[O:11])[NH:7][C:8]5[C:4]\4=[CH:3][C:2]([F:1])=[CH:10][CH:9]=5)[NH:17][C:16]=3[CH3:18])=[O:20])[CH2:27][CH2:26]2)=[O:30])[CH2:70][CH2:69][O:68][CH2:67][CH2:66]1. The yield is 0.329. (3) The reactants are Br[C:2]1[C:10]2[N:9]=[CH:8][N:7]([CH2:11][O:12][CH2:13][CH2:14][Si:15]([CH3:18])([CH3:17])[CH3:16])[C:6]=2[CH:5]=[C:4]([Cl:19])[CH:3]=1.[O:20]1[CH2:23][CH:22]([N:24]2[CH2:29][CH2:28][N:27]([C:30]3[CH:31]=[CH:32][C:33]([NH2:36])=[N:34][CH:35]=3)[CH2:26][CH2:25]2)[CH2:21]1.C(=O)([O-])[O-].[Cs+].[Cs+].CC1(C)C2C(=C(P(C3C=CC=CC=3)C3C=CC=CC=3)C=CC=2)OC2C(P(C3C=CC=CC=3)C3C=CC=CC=3)=CC=CC1=2. The catalyst is C1C=CC(/C=C/C(/C=C/C2C=CC=CC=2)=O)=CC=1.C1C=CC(/C=C/C(/C=C/C2C=CC=CC=2)=O)=CC=1.C1C=CC(/C=C/C(/C=C/C2C=CC=CC=2)=O)=CC=1.[Pd].[Pd].O1CCOCC1. The product is [Cl:19][C:4]1[CH:3]=[C:2]([NH:36][C:33]2[CH:32]=[CH:31][C:30]([N:27]3[CH2:28][CH2:29][N:24]([CH:22]4[CH2:21][O:20][CH2:23]4)[CH2:25][CH2:26]3)=[CH:35][N:34]=2)[C:10]2[N:9]=[CH:8][N:7]([CH2:11][O:12][CH2:13][CH2:14][Si:15]([CH3:18])([CH3:17])[CH3:16])[C:6]=2[CH:5]=1. The yield is 0.850. (4) The reactants are [CH3:1][C:2]1[N:3]=[C:4]([N:12]2[CH2:16][CH2:15][NH:14][C:13]2=[O:17])[S:5][C:6]=1[C:7]([O:9][CH2:10][CH3:11])=[O:8].Br[CH2:19][C:20]([O:22][CH2:23][CH3:24])=[O:21].C(=O)([O-])[O-].[K+].[K+]. The catalyst is CN(C)C=O. The product is [CH2:23]([O:22][C:20](=[O:21])[CH2:19][N:14]1[CH2:15][CH2:16][N:12]([C:4]2[S:5][C:6]([C:7]([O:9][CH2:10][CH3:11])=[O:8])=[C:2]([CH3:1])[N:3]=2)[C:13]1=[O:17])[CH3:24]. The yield is 0.760. (5) The reactants are [CH3:1][N:2]1[C:8](=[O:9])[CH:7]([NH:10][C:11](=[O:18])[C@@H:12]([NH2:17])[CH2:13][CH:14]([CH3:16])[CH3:15])[C:6]2[CH:19]=[CH:20][CH:21]=[CH:22][C:5]=2[C:4](=[O:23])[N:3]1[CH:24]([CH3:26])[CH3:25].[C:27]1([CH2:33][C:34](O)=[O:35])[CH:32]=[CH:31][CH:30]=[CH:29][CH:28]=1. No catalyst specified. The product is [CH3:1][N:2]1[C:8](=[O:9])[CH:7]([NH:10][C:11](=[O:18])[C@@H:12]([NH:17][C:34](=[O:35])[CH2:33][C:27]2[CH:32]=[CH:31][CH:30]=[CH:29][CH:28]=2)[CH2:13][CH:14]([CH3:16])[CH3:15])[C:6]2[CH:19]=[CH:20][CH:21]=[CH:22][C:5]=2[C:4](=[O:23])[N:3]1[CH:24]([CH3:26])[CH3:25]. The yield is 0.700. (6) The catalyst is [Cl-].C([N+](CCCC)(CCCC)CCCC)CCC.CC#N.CC#N.Cl[Pd]Cl.CN(C=O)C. The reactants are [Br:1][C:2]1[CH:7]=[C:6]([CH3:8])[CH:5]=[C:4](I)[C:3]=1[O:10][CH2:11][CH:12]=[CH:13][C:14]1[CH:19]=[CH:18][CH:17]=[CH:16][CH:15]=1.C(=O)([O-])[O-].[Na+].[Na+].C([O-])=O.[Na+]. The yield is 0.520. The product is [CH2:13]([C:12]1[C:4]2[CH:5]=[C:6]([CH3:8])[CH:7]=[C:2]([Br:1])[C:3]=2[O:10][CH:11]=1)[C:14]1[CH:19]=[CH:18][CH:17]=[CH:16][CH:15]=1. (7) The reactants are [C@@H]1(NC2C3C=CN([C@H]4C[C@H:23]([OH:25])[C@H:22](CO)C4)C=3N=CN=2)C2C(=CC=CC=2)CC1.N1C=CN=C1.[Si](Cl)(C(C)(C)C)(C)C.[Si:41]([O:48][CH2:49][C@@H:50]1[CH2:54][C@@H:53]([N:55]2[C:59]3[N:60]=[CH:61][N:62]=[C:63]([NH:64][C@@H:65]4[C:73]5[C:68](=[CH:69][CH:70]=[CH:71][CH:72]=5)[CH2:67][CH2:66]4)[C:58]=3[CH:57]=[CH:56]2)[CH2:52][C@@H:51]1[OH:74])([C:44]([CH3:47])([CH3:46])[CH3:45])([CH3:43])[CH3:42].C(OC(=O)C)(=O)C. The catalyst is CN(C)C1C=CN=CC=1.CN(C=O)C.N1C=CC=CC=1. The product is [C:23]([O:74][C@H:51]1[CH2:52][C@H:53]([N:55]2[C:59]3[N:60]=[CH:61][N:62]=[C:63]([NH:64][C@@H:65]4[C:73]5[C:68](=[CH:69][CH:70]=[CH:71][CH:72]=5)[CH2:67][CH2:66]4)[C:58]=3[CH:57]=[CH:56]2)[CH2:54][C@H:50]1[CH2:49][O:48][Si:41]([C:44]([CH3:47])([CH3:45])[CH3:46])([CH3:42])[CH3:43])(=[O:25])[CH3:22]. The yield is 0.860. (8) The product is [CH:1]([C@@H:14]1[CH2:20][C@@H:19]([OH:18])[C@H:17]([NH:27][CH2:26][C:25]2[CH:28]=[C:29]([O:31][CH3:32])[CH:30]=[C:23]([O:22][CH3:21])[CH:24]=2)[CH2:16][O:15]1)([C:8]1[CH:13]=[CH:12][CH:11]=[CH:10][CH:9]=1)[C:2]1[CH:3]=[CH:4][CH:5]=[CH:6][CH:7]=1. No catalyst specified. The yield is 0.950. The reactants are [CH:1]([C@@H:14]1[CH2:20][C@@H:19]2[C@@H:17]([O:18]2)[CH2:16][O:15]1)([C:8]1[CH:13]=[CH:12][CH:11]=[CH:10][CH:9]=1)[C:2]1[CH:7]=[CH:6][CH:5]=[CH:4][CH:3]=1.[CH3:21][O:22][C:23]1[CH:24]=[C:25]([CH:28]=[C:29]([O:31][CH3:32])[CH:30]=1)[CH2:26][NH2:27]. (9) The reactants are [Cl:1][C:2]1[CH:7]=[CH:6][C:5]([C:8]2[CH:9]=[C:10]3[C:16]([C:17]([C:19]4[C:20]([F:33])=[C:21]([NH:26][S:27]([CH2:30][CH2:31][CH3:32])(=[O:29])=[O:28])[CH:22]=[CH:23][C:24]=4[F:25])=[O:18])=[CH:15][NH:14][C:11]3=[N:12][CH:13]=2)=[CH:4][CH:3]=1.[OH-].[K+].[C:36](=[O:44])([O:40][CH:41]([CH3:43])[CH3:42])[O:37][CH2:38]Cl. The catalyst is CN(C=O)C.CCOC(C)=O. The product is [C:36](=[O:44])([O:40][CH:41]([CH3:43])[CH3:42])[O:37][CH2:38][N:14]1[C:11]2=[N:12][CH:13]=[C:8]([C:5]3[CH:6]=[CH:7][C:2]([Cl:1])=[CH:3][CH:4]=3)[CH:9]=[C:10]2[C:16]([C:17](=[O:18])[C:19]2[C:24]([F:25])=[CH:23][CH:22]=[C:21]([NH:26][S:27]([CH2:30][CH2:31][CH3:32])(=[O:28])=[O:29])[C:20]=2[F:33])=[CH:15]1. The yield is 0.430. (10) The reactants are [CH3:1][O:2][C:3](=[O:15])[CH:4]([CH3:14])[CH:5]([OH:13])[C:6]1[CH:11]=[CH:10][C:9]([OH:12])=[CH:8][CH:7]=1.Cl[CH2:17][C:18]1[C:27]2[C:22](=[CH:23][CH:24]=[CH:25][CH:26]=2)[N:21]=[C:20]([CH3:28])[CH:19]=1.C(=O)([O-])[O-].[Cs+].[Cs+]. The catalyst is CS(C)=O. The product is [CH3:1][O:2][C:3](=[O:15])[CH:4]([CH3:14])[CH:5]([OH:13])[C:6]1[CH:11]=[CH:10][C:9]([O:12][CH2:17][C:18]2[C:27]3[C:22](=[CH:23][CH:24]=[CH:25][CH:26]=3)[N:21]=[C:20]([CH3:28])[CH:19]=2)=[CH:8][CH:7]=1. The yield is 0.840.